This data is from Forward reaction prediction with 1.9M reactions from USPTO patents (1976-2016). The task is: Predict the product of the given reaction. (1) The product is: [F:19][C:17]([F:18])([F:20])[C:14]1[CH:13]=[CH:12][C:11]([C:9]([N:2]2[CH2:8][CH2:7][CH2:6][N:5]([C:35]3[CH:34]=[CH:33][C:32]([C:31]([F:40])([F:39])[F:30])=[CH:37][N:36]=3)[CH2:4][CH2:3]2)=[O:10])=[CH:16][CH:15]=1. Given the reactants Cl.[N:2]1([C:9]([C:11]2[CH:16]=[CH:15][C:14]([C:17]([F:20])([F:19])[F:18])=[CH:13][CH:12]=2)=[O:10])[CH2:8][CH2:7][CH2:6][NH:5][CH2:4][CH2:3]1.C(N(CC)C(C)C)(C)C.[F:30][C:31]([F:40])([F:39])[C:32]1[CH:33]=[CH:34][C:35](Cl)=[N:36][CH:37]=1.CN(C1C=CC=CN=1)C, predict the reaction product. (2) The product is: [Cl:28][C:29]1[C:30]([F:41])=[C:31]([CH:32]=[C:33]([C:35]([F:37])([F:38])[F:36])[CH:34]=1)[CH2:39][N:24]1[CH2:25][CH2:26][C:21]([CH2:20][O:19][C:6]2[C:5]([CH:2]3[CH2:3][CH2:4]3)=[CH:17][C:9]([C:10]([O:12][C:13]([CH3:16])([CH3:15])[CH3:14])=[O:11])=[C:8]([F:18])[CH:7]=2)([F:27])[CH2:22][CH2:23]1. Given the reactants Cl.[CH:2]1([C:5]2[C:6]([O:19][CH2:20][C:21]3([F:27])[CH2:26][CH2:25][NH:24][CH2:23][CH2:22]3)=[CH:7][C:8]([F:18])=[C:9]([CH:17]=2)[C:10]([O:12][C:13]([CH3:16])([CH3:15])[CH3:14])=[O:11])[CH2:4][CH2:3]1.[Cl:28][C:29]1[CH:34]=[C:33]([C:35]([F:38])([F:37])[F:36])[CH:32]=[C:31]([CH2:39]Cl)[C:30]=1[F:41].C(=O)([O-])[O-].[K+].[K+], predict the reaction product. (3) Given the reactants [N+:1]([C:4]1[CH:9]=[CH:8][CH:7]=[CH:6][C:5]=1[S:10]([N:13]1[CH2:18][CH2:17][O:16][CH:15]([CH2:19][C:20]([O:22]C)=[O:21])[CH2:14]1)(=[O:12])=[O:11])([O-:3])=[O:2].[Li+:24].[OH-], predict the reaction product. The product is: [N+:1]([C:4]1[CH:9]=[CH:8][CH:7]=[CH:6][C:5]=1[S:10]([N:13]1[CH2:18][CH2:17][O:16][CH:15]([CH2:19][C:20]([O-:22])=[O:21])[CH2:14]1)(=[O:11])=[O:12])([O-:3])=[O:2].[Li+:24]. (4) Given the reactants [F:1][C:2]1[CH:3]=[C:4]([CH:34]=[CH:35][C:36]=1[O:37][CH3:38])[C:5]([C:7]1[CH:8]=[C:9]([NH:27][CH2:28][CH2:29][C:30]([F:33])([F:32])[F:31])[C:10]2[N:14]=[CH:13][N:12]([C:15]3[CH:24]=[CH:23][C:18]([C:19]([O:21]C)=[O:20])=[C:17]([CH3:25])[CH:16]=3)[C:11]=2[CH:26]=1)=[O:6].CO.[OH-].[Li+].Cl, predict the reaction product. The product is: [F:1][C:2]1[CH:3]=[C:4]([CH:34]=[CH:35][C:36]=1[O:37][CH3:38])[C:5]([C:7]1[CH:8]=[C:9]([NH:27][CH2:28][CH2:29][C:30]([F:33])([F:32])[F:31])[C:10]2[N:14]=[CH:13][N:12]([C:15]3[CH:24]=[CH:23][C:18]([C:19]([OH:21])=[O:20])=[C:17]([CH3:25])[CH:16]=3)[C:11]=2[CH:26]=1)=[O:6]. (5) Given the reactants C([N:8]1[CH2:13][CH2:12][CH:11]([C:14]2[CH:19]=[CH:18][C:17]([CH2:20][OH:21])=[CH:16][CH:15]=2)[CH:10]([OH:22])[CH2:9]1)C1C=CC=CC=1, predict the reaction product. The product is: [OH:21][CH2:20][C:17]1[CH:16]=[CH:15][C:14]([CH:11]2[CH2:12][CH2:13][NH:8][CH2:9][CH:10]2[OH:22])=[CH:19][CH:18]=1. (6) Given the reactants [CH:1]([NH:4][CH2:5][CH:6]([C:8]1[CH:13]=[CH:12][CH:11]=[CH:10][CH:9]=1)[OH:7])([CH3:3])[CH3:2].[H-].[Na+].[O:16]1[C:20]2[CH:21]=[CH:22][CH:23]=[CH:24][C:19]=2[CH:18]=[C:17]1[C:25]1[N:29]2[N:30]=[C:31](Cl)[CH:32]=[CH:33][C:28]2=[N:27][CH:26]=1, predict the reaction product. The product is: [CH:6]([OH:7])=[O:16].[O:16]1[C:20]2[CH:21]=[CH:22][CH:23]=[CH:24][C:19]=2[CH:18]=[C:17]1[C:25]1[N:29]2[N:30]=[C:31]([O:7][CH:6]([C:8]3[CH:13]=[CH:12][CH:11]=[CH:10][CH:9]=3)[CH2:5][NH:4][CH:1]([CH3:3])[CH3:2])[CH:32]=[CH:33][C:28]2=[N:27][CH:26]=1.